The task is: Regression. Given a peptide amino acid sequence and an MHC pseudo amino acid sequence, predict their binding affinity value. This is MHC class I binding data.. This data is from Peptide-MHC class I binding affinity with 185,985 pairs from IEDB/IMGT. The peptide sequence is FPYSTFPII. The MHC is Patr-A0701 with pseudo-sequence Patr-A0701. The binding affinity (normalized) is 0.